From a dataset of Reaction yield outcomes from USPTO patents with 853,638 reactions. Predict the reaction yield, written as a fraction of the theoretical maximum amount of product (1.0 means a 100% yield; for example, 0.34 means a 34% yield). The catalyst is CN(C=O)C.Cl[Pd](Cl)([P](C1C=CC=CC=1)(C1C=CC=CC=1)C1C=CC=CC=1)[P](C1C=CC=CC=1)(C1C=CC=CC=1)C1C=CC=CC=1. The reactants are Br[C:2]1[C:3]([C:11]2[CH:16]=[CH:15][C:14]([F:17])=[CH:13][CH:12]=2)=[N:4][N:5]2[CH:10]=[CH:9][CH:8]=[CH:7][C:6]=12.[F:18][C:19]1[CH:24]=[C:23](B(O)O)[CH:22]=[C:21]([F:28])[N:20]=1.C(=O)([O-])[O-].[Na+].[Na+]. The yield is 0.250. The product is [F:18][C:19]1[CH:24]=[C:23]([C:2]2[C:3]([C:11]3[CH:16]=[CH:15][C:14]([F:17])=[CH:13][CH:12]=3)=[N:4][N:5]3[CH:10]=[CH:9][CH:8]=[CH:7][C:6]=23)[CH:22]=[C:21]([F:28])[N:20]=1.